Dataset: Full USPTO retrosynthesis dataset with 1.9M reactions from patents (1976-2016). Task: Predict the reactants needed to synthesize the given product. (1) The reactants are: F[C:2]1[C:7]([N+:8]([O-:10])=[O:9])=[CH:6][C:5]([NH:11][C:12]2[N:17]=[C:16]([N:18]3[CH:22]=[C:21]([CH:23]=[O:24])[C:20]([C:25]4[CH:30]=[CH:29][CH:28]=[CH:27][CH:26]=4)=[N:19]3)[CH:15]=[CH:14][N:13]=2)=[C:4]([O:31][CH3:32])[CH:3]=1.CC1C(C=O)=CN(C2C=CN=C(NC3C=C[C:51]([N:54]4C[CH2:58][O:57][CH2:56][CH2:55]4)=C([N+]([O-])=O)C=3)N=2)N=1. Given the product [CH3:32][O:31][C:4]1[CH:3]=[C:2]([N:54]([CH2:55][CH2:56][O:57][CH3:58])[CH3:51])[C:7]([N+:8]([O-:10])=[O:9])=[CH:6][C:5]=1[NH:11][C:12]1[N:17]=[C:16]([N:18]2[CH:22]=[C:21]([CH:23]=[O:24])[C:20]([C:25]3[CH:30]=[CH:29][CH:28]=[CH:27][CH:26]=3)=[N:19]2)[CH:15]=[CH:14][N:13]=1, predict the reactants needed to synthesize it. (2) Given the product [CH3:1][N:2]([CH2:4][C:5]1[C:13]2[O:12][N:11]=[C:10]([CH2:14][CH2:15][CH:16]3[CH2:21][CH2:20][N:19]([C:28]4[CH:33]=[CH:32][CH:31]=[CH:30][CH:29]=4)[CH2:18][CH2:17]3)[C:9]=2[CH:8]=[CH:7][C:6]=1[O:22][CH2:23][CH:24]1[CH2:25][CH2:26]1)[CH3:3], predict the reactants needed to synthesize it. The reactants are: [CH3:1][N:2]([CH2:4][C:5]1[C:13]2[O:12][N:11]=[C:10]([CH2:14][CH2:15][CH:16]3[CH2:21][CH2:20][NH:19][CH2:18][CH2:17]3)[C:9]=2[CH:8]=[CH:7][C:6]=1[O:22][CH2:23][CH:24]1[CH2:26][CH2:25]1)[CH3:3].I[C:28]1[CH:33]=[CH:32][CH:31]=[CH:30][CH:29]=1.P([O-])([O-])([O-])=O.[K+].[K+].[K+].[Cl-].[Na+].N.